This data is from Merck oncology drug combination screen with 23,052 pairs across 39 cell lines. The task is: Regression. Given two drug SMILES strings and cell line genomic features, predict the synergy score measuring deviation from expected non-interaction effect. (1) Drug 1: CCC1(O)CC2CN(CCc3c([nH]c4ccccc34)C(C(=O)OC)(c3cc4c(cc3OC)N(C)C3C(O)(C(=O)OC)C(OC(C)=O)C5(CC)C=CCN6CCC43C65)C2)C1. Drug 2: CCN(CC)CCNC(=O)c1c(C)[nH]c(C=C2C(=O)Nc3ccc(F)cc32)c1C. Cell line: MSTO. Synergy scores: synergy=-12.2. (2) Drug 1: O=P1(N(CCCl)CCCl)NCCCO1. Drug 2: CS(=O)(=O)CCNCc1ccc(-c2ccc3ncnc(Nc4ccc(OCc5cccc(F)c5)c(Cl)c4)c3c2)o1. Cell line: MDAMB436. Synergy scores: synergy=0.372. (3) Drug 1: O=P1(N(CCCl)CCCl)NCCCO1. Drug 2: Cc1nc(Nc2ncc(C(=O)Nc3c(C)cccc3Cl)s2)cc(N2CCN(CCO)CC2)n1. Cell line: UACC62. Synergy scores: synergy=-3.68. (4) Drug 1: COc1cc(C2c3cc4c(cc3C(OC3OC5COC(C)OC5C(O)C3O)C3COC(=O)C23)OCO4)cc(OC)c1O. Drug 2: NC(=O)c1cccc2cn(-c3ccc(C4CCCNC4)cc3)nc12. Cell line: HT144. Synergy scores: synergy=14.4. (5) Drug 1: Cc1nc(Nc2ncc(C(=O)Nc3c(C)cccc3Cl)s2)cc(N2CCN(CCO)CC2)n1. Drug 2: CC1(c2nc3c(C(N)=O)cccc3[nH]2)CCCN1. Cell line: A2058. Synergy scores: synergy=15.4. (6) Drug 1: O=C(CCCCCCC(=O)Nc1ccccc1)NO. Drug 2: CNC(=O)c1cc(Oc2ccc(NC(=O)Nc3ccc(Cl)c(C(F)(F)F)c3)cc2)ccn1. Cell line: PA1. Synergy scores: synergy=-5.79. (7) Drug 1: CN(C)C(=N)N=C(N)N. Drug 2: CNC(=O)c1cc(Oc2ccc(NC(=O)Nc3ccc(Cl)c(C(F)(F)F)c3)cc2)ccn1. Cell line: OV90. Synergy scores: synergy=8.28. (8) Drug 1: C#Cc1cccc(Nc2ncnc3cc(OCCOC)c(OCCOC)cc23)c1. Drug 2: CCc1cnn2c(NCc3ccc[n+]([O-])c3)cc(N3CCCCC3CCO)nc12. Cell line: NCIH1650. Synergy scores: synergy=7.95. (9) Drug 1: CN(Cc1cnc2nc(N)nc(N)c2n1)c1ccc(C(=O)NC(CCC(=O)O)C(=O)O)cc1. Drug 2: CNC(=O)c1cc(Oc2ccc(NC(=O)Nc3ccc(Cl)c(C(F)(F)F)c3)cc2)ccn1. Cell line: A2780. Synergy scores: synergy=-5.75. (10) Drug 1: O=c1[nH]cc(F)c(=O)[nH]1. Drug 2: CS(=O)(=O)CCNCc1ccc(-c2ccc3ncnc(Nc4ccc(OCc5cccc(F)c5)c(Cl)c4)c3c2)o1. Cell line: NCIH1650. Synergy scores: synergy=0.906.